Dataset: Blood-brain barrier penetration binary classification data from Martins et al.. Task: Regression/Classification. Given a drug SMILES string, predict its absorption, distribution, metabolism, or excretion properties. Task type varies by dataset: regression for continuous measurements (e.g., permeability, clearance, half-life) or binary classification for categorical outcomes (e.g., BBB penetration, CYP inhibition). Dataset: bbb_martins. (1) The drug is CN(C)CCCN1c2ccccc2C(C)(C)c2ccccc21. The result is 1 (penetrates BBB). (2) The drug is c1ccccc1. The result is 1 (penetrates BBB). (3) The molecule is Cc1nnc(SCC2=C(C(=O)O)N3C(=O)[C@@H](NC(=O)Cn4cc(Cl)c(=O)c(Cl)c4)[C@H]3SC2)s1. The result is 0 (does not penetrate BBB). (4) The compound is CC(=O)OCC(=O)[C@@]1(OC(=O)c2ccco2)[C@H](C)C[C@H]2[C@@H]3CCC4=CC(=O)C=C[C@]4(C)[C@@]3(F)[C@@H](O)C[C@@]21C. The result is 1 (penetrates BBB). (5) The molecule is CN1CCN(CCCN2c3ccccc3Sc3ccc(Cl)cc32)CC1. The result is 1 (penetrates BBB). (6) The drug is CC(=O)OCC(=O)[C@@]1(O)CC[C@H]2[C@@H]3CCC4=CC(=O)C=C[C@]4(C)[C@H]3[C@@H](O)C[C@@]21C. The result is 1 (penetrates BBB).